Dataset: Catalyst prediction with 721,799 reactions and 888 catalyst types from USPTO. Task: Predict which catalyst facilitates the given reaction. (1) Reactant: Br.Br[CH2:3][C:4]([C:6]1[CH:11]=[CH:10][N:9]=[CH:8][CH:7]=1)=O.[CH3:12][C:13]1[CH:18]=[CH:17][C:16]([NH:19][C:20]([NH2:22])=[S:21])=[CH:15][CH:14]=1.N. Product: [CH3:12][C:13]1[CH:14]=[CH:15][C:16]([NH:19][C:20]2[S:21][CH:3]=[C:4]([C:6]3[CH:11]=[CH:10][N:9]=[CH:8][CH:7]=3)[N:22]=2)=[CH:17][CH:18]=1. The catalyst class is: 88. (2) Product: [CH3:30][C:20]1[CH:19]=[C:16]([C:17]2[NH:6][C:4](=[O:5])[C:3]3[C:2](=[CH:10][C:9]([CH3:11])=[CH:8][C:7]=3[CH3:12])[N:1]=2)[CH:15]=[C:14]([CH3:13])[C:21]=1[O:22][CH2:23][CH2:24][N:25]1[CH2:29][CH2:28][CH2:27][CH2:26]1. The catalyst class is: 80. Reactant: [NH2:1][C:2]1[CH:10]=[C:9]([CH3:11])[CH:8]=[C:7]([CH3:12])[C:3]=1[C:4]([NH2:6])=[O:5].[CH3:13][C:14]1[CH:15]=[C:16]([CH:19]=[C:20]([CH3:30])[C:21]=1[O:22][CH2:23][CH2:24][N:25]1[CH2:29][CH2:28][CH2:27][CH2:26]1)[CH:17]=O.OS([O-])=O.[Na+].CC1C=CC(S(O)(=O)=O)=CC=1. (3) Reactant: [CH2:1]([O:8][C@@H:9]1[C@@H:14]([O:15][CH2:16][C:17]2[CH:22]=[CH:21][CH:20]=[CH:19][CH:18]=2)[C@H:13]([O:23][CH2:24][C:25]2[CH:30]=[CH:29][CH:28]=[CH:27][CH:26]=2)[C@@H:12]([CH2:31][O:32][CH2:33][C:34]2[CH:39]=[CH:38][CH:37]=[CH:36][CH:35]=2)[O:11][C@H:10]1[N:40]1[C:48]2[C:43](=[C:44]([CH3:49])[CH:45]=[CH:46][CH:47]=2)[C:42]([CH2:50][C:51]2[CH:56]=[CH:55][C:54](/[CH:57]=[CH:58]/[CH2:59][C:60](O)=[O:61])=[CH:53][CH:52]=2)=[CH:41]1)[C:2]1[CH:7]=[CH:6][CH:5]=[CH:4][CH:3]=1.[NH2:63][C@@H:64]([CH3:67])[CH2:65][OH:66].ON1C2C=CC=CC=2N=N1.Cl.C(N=C=NCCCN(C)C)C. Product: [C@@H:10]1([N:40]2[C:48]3[C:43](=[C:44]([CH3:49])[CH:45]=[CH:46][CH:47]=3)[C:42]([CH2:50][C:51]3[CH:52]=[CH:53][C:54]([CH2:57][CH2:58][CH2:59][C:60](=[O:61])[NH:63][C@@H:64]([CH3:67])[CH2:65][OH:66])=[CH:55][CH:56]=3)=[CH:41]2)[O:11][C@H:12]([CH2:31][OH:32])[C@@H:13]([OH:23])[C@H:14]([OH:15])[C@H:9]1[OH:8].[CH2:1]([O:8][C@@H:9]1[C@@H:14]([O:15][CH2:16][C:17]2[CH:18]=[CH:19][CH:20]=[CH:21][CH:22]=2)[C@H:13]([O:23][CH2:24][C:25]2[CH:30]=[CH:29][CH:28]=[CH:27][CH:26]=2)[C@@H:12]([CH2:31][O:32][CH2:33][C:34]2[CH:39]=[CH:38][CH:37]=[CH:36][CH:35]=2)[O:11][C@H:10]1[N:40]1[C:48]2[C:43](=[C:44]([CH3:49])[CH:45]=[CH:46][CH:47]=2)[C:42]([CH2:50][C:51]2[CH:56]=[CH:55][C:54](/[CH:57]=[CH:58]/[CH2:59][C:60](=[O:61])[NH:63][C@@H:64]([CH3:67])[CH2:65][OH:66])=[CH:53][CH:52]=2)=[CH:41]1)[C:2]1[CH:3]=[CH:4][CH:5]=[CH:6][CH:7]=1. The catalyst class is: 681. (4) Reactant: Cl[C:2]1[C:7]2[N:8]=[CH:9][N:10]([CH3:11])[C:6]=2[C:5]([C:12]([O:14][CH2:15][CH3:16])=[O:13])=[CH:4][N:3]=1.[Br:17][C:18]1[CH:19]=[C:20]([CH:22]=[CH:23][CH:24]=1)[NH2:21].CS(O)(=O)=O. Product: [Br:17][C:18]1[CH:19]=[C:20]([NH:21][C:2]2[C:7]3[N:8]=[CH:9][N:10]([CH3:11])[C:6]=3[C:5]([C:12]([O:14][CH2:15][CH3:16])=[O:13])=[CH:4][N:3]=2)[CH:22]=[CH:23][CH:24]=1. The catalyst class is: 12. (5) Reactant: [Cl:1][C:2]1[C:7]([CH:8]=[O:9])=[CH:6][N:5]=[C:4]2[N:10]([CH2:13][O:14][CH2:15][CH2:16][Si:17]([CH3:20])([CH3:19])[CH3:18])[CH:11]=[CH:12][C:3]=12.[CH2:21]([Mg]Br)[CH3:22].O1CCCC1.[Cl-].[NH4+]. Product: [Cl:1][C:2]1[C:7]([CH:8]([OH:9])[CH2:21][CH3:22])=[CH:6][N:5]=[C:4]2[N:10]([CH2:13][O:14][CH2:15][CH2:16][Si:17]([CH3:20])([CH3:19])[CH3:18])[CH:11]=[CH:12][C:3]=12. The catalyst class is: 7. (6) Product: [Br:1][C:2]1[CH:20]=[N:19][C:5]2[N:6]=[C:7]([N:12]3[CH2:17][CH2:16][N:15]([CH3:18])[CH2:14][CH2:13]3)[C:8]3[N:9]([CH:21]=[N:11][N:10]=3)[C:4]=2[CH:3]=1. Reactant: [Br:1][C:2]1[CH:20]=[N:19][C:5]2=[N:6][C:7]([N:12]3[CH2:17][CH2:16][N:15]([CH3:18])[CH2:14][CH2:13]3)=[C:8]([NH:10][NH2:11])[N:9]=[C:4]2[CH:3]=1.[CH:21](OC)(OC)OC. The catalyst class is: 28. (7) Reactant: [CH3:1][C:2]1[CH:7]=[C:6]([CH3:8])[CH:5]=[CH:4][C:3]=1[NH:9][CH2:10][CH:11]([CH3:13])[CH3:12].[C:14]1([CH2:20][O:21][C:22]2[CH:27]=[CH:26][C:25]([S:28](Cl)(=[O:30])=[O:29])=[CH:24][CH:23]=2)[CH:19]=[CH:18][CH:17]=[CH:16][CH:15]=1. Product: [CH3:1][C:2]1[CH:7]=[C:6]([CH3:8])[CH:5]=[CH:4][C:3]=1[N:9]([CH2:10][CH:11]([CH3:13])[CH3:12])[S:28]([C:25]1[CH:24]=[CH:23][C:22]([O:21][CH2:20][C:14]2[CH:15]=[CH:16][CH:17]=[CH:18][CH:19]=2)=[CH:27][CH:26]=1)(=[O:30])=[O:29]. The catalyst class is: 17.